Dataset: Reaction yield outcomes from USPTO patents with 853,638 reactions. Task: Predict the reaction yield, written as a fraction of the theoretical maximum amount of product (1.0 means a 100% yield; for example, 0.34 means a 34% yield). (1) The reactants are [CH:1]([C:3]1[O:4][CH:5]=[C:6]([C:8]([O:10][CH2:11][CH3:12])=[O:9])[N:7]=1)=O.[NH2:13]O.C(P1(=O)OP(CCC)(=O)OP(CCC)(=O)O1)CC. The catalyst is CO.CN(C=O)C. The product is [C:1]([C:3]1[O:4][CH:5]=[C:6]([C:8]([O:10][CH2:11][CH3:12])=[O:9])[N:7]=1)#[N:13]. The yield is 0.530. (2) The reactants are [C:1]([NH:3][C:4](=[N:12][C:13]1[CH:18]=[CH:17][C:16]([N:19]2[CH2:24][CH2:23][O:22][CH2:21][CH2:20]2)=[CH:15][CH:14]=1)OC1C=CC=CC=1)#[N:2].[F:25][C:26]1[CH:31]=[C:30]([I:32])[CH:29]=[CH:28][C:27]=1[NH:33][NH2:34]. The catalyst is C(N)(=O)C.C(OCC)(=O)C. The product is [F:25][C:26]1[CH:31]=[C:30]([I:32])[CH:29]=[CH:28][C:27]=1[N:33]1[C:1]([NH2:2])=[N:3][C:4]([NH:12][C:13]2[CH:14]=[CH:15][C:16]([N:19]3[CH2:20][CH2:21][O:22][CH2:23][CH2:24]3)=[CH:17][CH:18]=2)=[N:34]1. The yield is 0.0500. (3) The reactants are Cl[C:2]1C=CC=C(C(OO)=O)C=1.[S:12]([O-:16])([O-])(=O)=[O:13].[Mg+2].[CH3:18][O:19][C:20]1[CH:21]=[C:22]([C:27]2[C:31]([C:32]3[CH:37]=[CH:36][N:35]=[C:34](SC)[N:33]=3)=[CH:30][N:29]([CH2:40][C:41]#[N:42])[N:28]=2)[CH:23]=[C:24]([CH3:26])[CH:25]=1. The catalyst is ClCCl. The product is [CH3:2][S:12]([C:34]1[N:33]=[C:32]([C:31]2[C:27]([C:22]3[CH:23]=[C:24]([CH3:26])[CH:25]=[C:20]([O:19][CH3:18])[CH:21]=3)=[N:28][N:29]([CH2:40][C:41]#[N:42])[CH:30]=2)[CH:37]=[CH:36][N:35]=1)(=[O:16])=[O:13]. The yield is 0.704. (4) The reactants are [CH3:1][O:2][C:3]1[CH:4]=[C:5]([N:12]2[CH2:17][CH2:16][CH:15]([N:18]3[CH2:23][CH2:22][P:21](=[O:25])([CH3:24])[CH2:20][CH2:19]3)[CH2:14][CH2:13]2)[CH:6]=[CH:7][C:8]=1[N+:9]([O-])=O. The catalyst is [Pd].C(O)C. The product is [CH3:1][O:2][C:3]1[CH:4]=[C:5]([N:12]2[CH2:17][CH2:16][CH:15]([N:18]3[CH2:19][CH2:20][P:21]([CH3:24])(=[O:25])[CH2:22][CH2:23]3)[CH2:14][CH2:13]2)[CH:6]=[CH:7][C:8]=1[NH2:9]. The yield is 0.980. (5) The reactants are Br[C:2]1[S:3][C:4]([NH:16]C(=O)OC(C)(C)C)=[C:5]([C:7](=[O:15])[NH:8][C:9]2[CH:10]=[N:11][N:12]([CH3:14])[CH:13]=2)[N:6]=1.B1([C:33]2[CH:38]=[CH:37][CH:36]=[C:35]([CH2:39][N:40]3[CH2:45][CH2:44][O:43][CH2:42][CH2:41]3)[CH:34]=2)OC(C)(C)C(C)(C)O1. No catalyst specified. The product is [NH2:16][C:4]1[S:3][C:2]([C:37]2[CH:38]=[CH:33][CH:34]=[C:35]([CH2:39][N:40]3[CH2:45][CH2:44][O:43][CH2:42][CH2:41]3)[CH:36]=2)=[N:6][C:5]=1[C:7]([NH:8][C:9]1[CH:10]=[N:11][N:12]([CH3:14])[CH:13]=1)=[O:15]. The yield is 0.360. (6) The reactants are [NH:1]1[CH2:6][CH2:5][NH:4][CH2:3][CH2:2]1.CCN(C(C)C)C(C)C.[CH3:16][S:17](Cl)(=[O:19])=[O:18]. The catalyst is C(Cl)Cl. The product is [CH3:16][S:17]([N:1]1[CH2:6][CH2:5][NH:4][CH2:3][CH2:2]1)(=[O:19])=[O:18]. The yield is 0.840.